Task: Predict which catalyst facilitates the given reaction.. Dataset: Catalyst prediction with 721,799 reactions and 888 catalyst types from USPTO Reactant: [OH2:1].[OH2:2].C[N+]([O-])(C)C.[NH:8]1[C:12]2=[N:13][CH:14]=[CH:15][CH:16]=[C:11]2[C:10]2([CH2:20][CH:19]=[CH:18][CH2:17]2)[C:9]1=[O:21]. Product: [OH:1][CH:18]1[CH:19]([OH:2])[CH2:20][C:10]2([C:11]3[C:12](=[N:13][CH:14]=[CH:15][CH:16]=3)[NH:8][C:9]2=[O:21])[CH2:17]1. The catalyst class is: 771.